From a dataset of Full USPTO retrosynthesis dataset with 1.9M reactions from patents (1976-2016). Predict the reactants needed to synthesize the given product. (1) Given the product [F:8][C@H:6]1[CH2:5][N:4]([C:9]([NH:11][C:12]2[C:20]3[C:15](=[CH:16][CH:17]=[CH:18][CH:19]=3)[N:14]([C:21]([NH2:23])=[O:22])[CH:13]=2)=[O:10])[C@H:3]([CH2:2][NH:1][S:31]([C:26]2[CH:27]=[CH:28][CH:29]=[CH:30][C:25]=2[F:24])(=[O:33])=[O:32])[CH2:7]1, predict the reactants needed to synthesize it. The reactants are: [NH2:1][CH2:2][C@@H:3]1[CH2:7][C@@H:6]([F:8])[CH2:5][N:4]1[C:9]([NH:11][C:12]1[C:20]2[C:15](=[CH:16][CH:17]=[CH:18][CH:19]=2)[N:14]([C:21]([NH2:23])=[O:22])[CH:13]=1)=[O:10].[F:24][C:25]1[CH:30]=[CH:29][CH:28]=[CH:27][C:26]=1[S:31](Cl)(=[O:33])=[O:32].C(N(CC)CC)C.O. (2) Given the product [CH2:14]([N:11]1[C:6]2=[N:7][C:8]([CH2:9][CH3:10])=[C:3]([CH2:2][NH:1][S:24]([C:27]3[CH:28]=[C:29]([CH:33]=[CH:34][CH:35]=3)[C:30]([NH:78][CH2:79][C:80]3[CH:85]=[C:84]([C:86]4[CH:91]=[CH:90][CH:89]=[C:88]([CH2:92][N:93]5[CH2:98][CH2:97][NH:96][C@@H:95]([CH3:106])[CH2:94]5)[CH:87]=4)[C:83]([F:107])=[CH:82][CH:81]=3)=[O:32])(=[O:25])=[O:26])[C:4]([NH:16][CH:17]3[CH2:18][CH2:19][O:20][CH2:21][CH2:22]3)=[C:5]2[CH:13]=[N:12]1)[CH3:15], predict the reactants needed to synthesize it. The reactants are: [NH2:1][CH2:2][C:3]1[C:8]([CH2:9][CH3:10])=[N:7][C:6]2[N:11]([CH2:14][CH3:15])[N:12]=[CH:13][C:5]=2[C:4]=1[NH:16][CH:17]1[CH2:22][CH2:21][O:20][CH2:19][CH2:18]1.Cl[S:24]([C:27]1[CH:28]=[C:29]([CH:33]=[CH:34][CH:35]=1)[C:30]([OH:32])=O)(=[O:26])=[O:25].C(N(C(C)C)CC)(C)C.C1CN([P+](ON2N=NC3C=CC=CC2=3)(N2CCCC2)N2CCCC2)CC1.F[P-](F)(F)(F)(F)F.[NH2:78][CH2:79][C:80]1[CH:81]=[CH:82][C:83]([F:107])=[C:84]([C:86]2[CH:91]=[CH:90][CH:89]=[C:88]([CH2:92][N:93]3[CH2:98][CH2:97][N:96](C(OC(C)(C)C)=O)[C@@H:95]([CH3:106])[CH2:94]3)[CH:87]=2)[CH:85]=1. (3) Given the product [Cl:23][C:24]1[N:29]=[CH:28][C:27]([CH:30]=[CH:31][C:32]([NH:7][CH2:6][C:5]2[CH:8]=[CH:9][C:10]([NH:11][S:12]([CH3:15])(=[O:14])=[O:13])=[C:3]([F:2])[CH:4]=2)=[O:33])=[CH:26][CH:25]=1, predict the reactants needed to synthesize it. The reactants are: Cl.[F:2][C:3]1[CH:4]=[C:5]([CH:8]=[CH:9][C:10]=1[NH:11][S:12]([CH3:15])(=[O:14])=[O:13])[CH2:6][NH2:7].C(N(CC)CC)C.[Cl:23][C:24]1[N:29]=[CH:28][C:27]([CH:30]=[CH:31][C:32](O)=[O:33])=[CH:26][CH:25]=1.C[N+]1(C2N=C(OC)N=C(OC)N=2)CCOCC1.[Cl-]. (4) Given the product [P:40]([O:41][CH2:42][C:43]1[CH:48]=[CH:47][CH:46]=[CH:45][CH:44]=1)([O:49][CH2:50][C:51]1[CH:56]=[CH:55][CH:54]=[CH:53][CH:52]=1)([O:17][C:15]1[CH:16]=[C:11]([CH2:10][S:7](/[CH:6]=[CH:5]/[C:4]2[C:20]([O:26][CH3:27])=[CH:21][C:22]([O:24][CH3:25])=[CH:23][C:3]=2[O:2][CH3:1])(=[O:9])=[O:8])[CH:12]=[CH:13][C:14]=1[O:18][CH3:19])=[O:57], predict the reactants needed to synthesize it. The reactants are: [CH3:1][O:2][C:3]1[CH:23]=[C:22]([O:24][CH3:25])[CH:21]=[C:20]([O:26][CH3:27])[C:4]=1[CH:5]=[CH:6][S:7]([CH2:10][C:11]1[CH:12]=[CH:13][C:14]([O:18][CH3:19])=[C:15]([OH:17])[CH:16]=1)(=[O:9])=[O:8].C(Br)(Br)(Br)Br.C(N(CC)CC)C.[P:40]([O-:57])([O:49][CH2:50][C:51]1[CH:56]=[CH:55][CH:54]=[CH:53][CH:52]=1)[O:41][CH2:42][C:43]1[CH:48]=[CH:47][CH:46]=[CH:45][CH:44]=1. (5) Given the product [CH3:35][N:9]([CH2:10][CH2:11][NH:12][S:13]([C:16]1[CH:21]=[C:20]([S:22]([C:25]2[CH:30]=[CH:29][CH:28]=[CH:27][CH:26]=2)(=[O:23])=[O:24])[CH:19]=[CH:18][C:17]=1[C:31]([F:34])([F:33])[F:32])(=[O:14])=[O:15])[C:7]([C:6]1[CH:36]=[CH:37][C:3]([CH2:2][P:40](=[O:43])([O:41][CH3:42])[O:39][CH3:38])=[CH:4][CH:5]=1)=[O:8], predict the reactants needed to synthesize it. The reactants are: Br[CH2:2][C:3]1[CH:37]=[CH:36][C:6]([C:7]([N:9]([CH3:35])[CH2:10][CH2:11][NH:12][S:13]([C:16]2[CH:21]=[C:20]([S:22]([C:25]3[CH:30]=[CH:29][CH:28]=[CH:27][CH:26]=3)(=[O:24])=[O:23])[CH:19]=[CH:18][C:17]=2[C:31]([F:34])([F:33])[F:32])(=[O:15])=[O:14])=[O:8])=[CH:5][CH:4]=1.[CH3:38][O:39][P:40]([O:43]C)[O:41][CH3:42]. (6) The reactants are: C(Cl)(=O)C(Cl)=O.C[N:8]([CH3:11])[CH:9]=[O:10].[CH3:12][C:13]1[O:17][C:16]([C:18]2[CH:23]=[CH:22][CH:21]=[CH:20][CH:19]=2)=[N:15][C:14]=1[CH2:24][O:25][C:26]1[CH:46]=[CH:45][C:29]([CH2:30][O:31]/[N:32]=[C:33](/[C:39]2[CH:44]=[CH:43][CH:42]=[CH:41][CH:40]=2)\[CH2:34][CH2:35]C(O)=O)=[CH:28][CH:27]=1. Given the product [CH3:11][NH:8][C:9](=[O:10])[CH2:35][CH2:34]/[C:33](=[N:32]\[O:31][CH2:30][C:29]1[CH:45]=[CH:46][C:26]([O:25][CH2:24][C:14]2[N:15]=[C:16]([C:18]3[CH:19]=[CH:20][CH:21]=[CH:22][CH:23]=3)[O:17][C:13]=2[CH3:12])=[CH:27][CH:28]=1)/[C:39]1[CH:40]=[CH:41][CH:42]=[CH:43][CH:44]=1, predict the reactants needed to synthesize it. (7) Given the product [CH3:4][O:3][CH2:2][O:14][CH2:15][C:16]1[CH:17]=[C:18]([C:22]2[CH:27]=[CH:26][C:25]([C:28]([O:30][CH3:31])=[O:29])=[CH:24][CH:23]=2)[CH:19]=[CH:20][CH:21]=1, predict the reactants needed to synthesize it. The reactants are: Cl[CH2:2][O:3][CH3:4].C(N(C(C)C)CC)(C)C.[OH:14][CH2:15][C:16]1[CH:17]=[C:18]([C:22]2[CH:27]=[CH:26][C:25]([C:28]([O:30][CH3:31])=[O:29])=[CH:24][CH:23]=2)[CH:19]=[CH:20][CH:21]=1.